Dataset: CYP1A2 inhibition data for predicting drug metabolism from PubChem BioAssay. Task: Regression/Classification. Given a drug SMILES string, predict its absorption, distribution, metabolism, or excretion properties. Task type varies by dataset: regression for continuous measurements (e.g., permeability, clearance, half-life) or binary classification for categorical outcomes (e.g., BBB penetration, CYP inhibition). Dataset: cyp1a2_veith. (1) The compound is O=C(O)C1CC2(C1)CC(C(=O)O)C2. The result is 0 (non-inhibitor). (2) The drug is Nc1c(S(=O)(=O)O)cc(Nc2cccc(S(N)(=O)=O)c2)c2c1C(=O)c1ccccc1C2=O. The result is 1 (inhibitor). (3) The compound is CCN(CC)c1cc(C)c2cc(NC(=O)c3ccc(Br)o3)ccc2n1. The result is 1 (inhibitor). (4) The molecule is O=S(=O)(O)C1CCNCC1. The result is 0 (non-inhibitor).